From a dataset of Reaction yield outcomes from USPTO patents with 853,638 reactions. Predict the reaction yield, written as a fraction of the theoretical maximum amount of product (1.0 means a 100% yield; for example, 0.34 means a 34% yield). The yield is 0.700. The catalyst is C(O)CCC. The reactants are Cl[C:2]1[N:7]=[N:6][C:5]([C:8]2[CH:15]=[CH:14][C:11]([C:12]#[N:13])=[CH:10][CH:9]=2)=[CH:4][CH:3]=1.Cl.[CH:17]([N:20]1[CH2:25][CH2:24][NH:23][CH2:22][CH2:21]1)([CH3:19])[CH3:18].[NH4+].[Cl-]. The product is [CH:17]([N:20]1[CH2:25][CH2:24][N:23]([C:2]2[N:7]=[N:6][C:5]([C:8]3[CH:15]=[CH:14][C:11]([C:12]#[N:13])=[CH:10][CH:9]=3)=[CH:4][CH:3]=2)[CH2:22][CH2:21]1)([CH3:19])[CH3:18].